From a dataset of Reaction yield outcomes from USPTO patents with 853,638 reactions. Predict the reaction yield, written as a fraction of the theoretical maximum amount of product (1.0 means a 100% yield; for example, 0.34 means a 34% yield). (1) The product is [OH:38][C:28]1[C:11]([CH:2]=[O:1])=[C:10]2[C:5]([CH:6]=[C:7]([C:13]3[S:14][C:15]([C:19]([N:21]4[CH2:22][CH2:23][N:24]([CH3:27])[CH2:25][CH2:26]4)=[O:20])=[C:16]([CH3:18])[N:17]=3)[C:8](=[O:12])[O:9]2)=[CH:4][CH:3]=1. The yield is 0.185. The reactants are [OH:1][C:2]1[CH:11]=[C:10]2[C:5]([CH:6]=[C:7]([C:13]3[S:14][C:15]([C:19]([N:21]4[CH2:26][CH2:25][N:24]([CH3:27])[CH2:23][CH2:22]4)=[O:20])=[C:16]([CH3:18])[N:17]=3)[C:8](=[O:12])[O:9]2)=[CH:4][CH:3]=1.[CH2:28]1N2CN3CN(C2)CN1C3.[OH2:38]. The catalyst is FC(F)(F)C(O)=O. (2) The reactants are [C:1](=O)([O-])[O-].[Na+].[Na+].Cl.Cl.[CH2:9]([O:11][CH:12]([CH2:15][NH2:16])[CH2:13][NH2:14])[CH3:10].[NH:17]1[CH:21]=[CH:20][CH:19]=[C:18]1[CH:22]=O.[NH:24]1[CH:28]=[CH:27][CH:26]=[CH:25]1. The catalyst is ClCCl.C(O)C. The product is [CH2:9]([O:11][CH:12]([CH2:15]/[N:16]=[CH:1]/[C:25]1[NH:24][CH:28]=[CH:27][CH:26]=1)[CH2:13]/[N:14]=[CH:22]/[C:18]1[NH:17][CH:21]=[CH:20][CH:19]=1)[CH3:10]. The yield is 0.650. (3) The reactants are [CH:1]1[C:13]2[C:12](=[CH:14][C:15]([NH:17][CH2:18][CH2:19][CH2:20][CH2:21][CH2:22][C:23](O)=[O:24])=[O:16])[C:11]3[C:6](=[CH:7][CH:8]=[CH:9][CH:10]=3)[C:5]=2[CH:4]=[CH:3][CH:2]=1.Cl.C(N=C=NCCCN(C)C)C.O[C:39]1[C:47]2[N:46]=N[NH:44][C:43]=2[CH:42]=[CH:41][CH:40]=1.C(N(CC)CC)C.C1(N)C=CC=CC=1N. The catalyst is [Cl-].[Na+].O.CN(C=O)C. The product is [CH:10]1[C:11]2[C:12](=[CH:14][C:15]([NH:17][CH2:18][CH2:19][CH2:20][CH2:21][CH2:22][C:23]([NH:44][C:43]3[CH:42]=[CH:41][CH:40]=[CH:39][C:47]=3[NH2:46])=[O:24])=[O:16])[C:13]3[C:5](=[CH:4][CH:3]=[CH:2][CH:1]=3)[C:6]=2[CH:7]=[CH:8][CH:9]=1. The yield is 0.830. (4) The reactants are [F:1][C:2]1[CH:7]=[C:6]([I:8])[CH:5]=[CH:4][C:3]=1[N:9]1[C:14]2[N:15]([CH3:29])[C:16](=[O:28])[C:17]([CH3:27])=[C:18](OS(C(F)(F)F)(=O)=O)[C:13]=2[C:12](=[O:30])[N:11]([CH2:31][C:32]2[CH:37]=[CH:36][C:35]([O:38][CH3:39])=[CH:34][CH:33]=2)[C:10]1=[O:40].[NH2:41][C:42]1[CH:43]=[C:44]([CH:49]=[CH:50][CH:51]=1)[NH:45][C:46](=[O:48])[CH3:47].CN(C)C(=O)C.N1C(C)=CC=CC=1C. The catalyst is CO. The product is [F:1][C:2]1[CH:7]=[C:6]([I:8])[CH:5]=[CH:4][C:3]=1[N:9]1[C:14]2[N:15]([CH3:29])[C:16](=[O:28])[C:17]([CH3:27])=[C:18]([NH:41][C:42]3[CH:43]=[C:44]([NH:45][C:46](=[O:48])[CH3:47])[CH:49]=[CH:50][CH:51]=3)[C:13]=2[C:12](=[O:30])[N:11]([CH2:31][C:32]2[CH:33]=[CH:34][C:35]([O:38][CH3:39])=[CH:36][CH:37]=2)[C:10]1=[O:40]. The yield is 0.946. (5) The reactants are [CH3:1][O:2][C:3]1[CH:4]=[C:5]2[C:10](=[CH:11][C:12]=1[O:13][CH3:14])[N:9]=[CH:8][N:7]=[C:6]2[O:15][C:16]1[CH:17]=[C:18]([CH:20]=[CH:21][CH:22]=1)[NH2:19].[C:23]([C:27]1[CH:32]=[CH:31][C:30]([N:33]=[C:34]=[O:35])=[CH:29][CH:28]=1)([CH3:26])([CH3:25])[CH3:24]. The catalyst is CN(C=O)C.O. The product is [C:23]([C:27]1[CH:32]=[CH:31][C:30]([NH:33][C:34]([NH:19][C:18]2[CH:20]=[CH:21][CH:22]=[C:16]([O:15][C:6]3[C:5]4[C:10](=[CH:11][C:12]([O:13][CH3:14])=[C:3]([O:2][CH3:1])[CH:4]=4)[N:9]=[CH:8][N:7]=3)[CH:17]=2)=[O:35])=[CH:29][CH:28]=1)([CH3:26])([CH3:24])[CH3:25]. The yield is 0.380. (6) The reactants are CS([O:5][CH2:6][CH2:7][O:8][CH2:9][CH2:10][O:11][CH2:12][CH2:13][N:14]=[N+:15]=[N-:16])(=O)=O.[C:17]([O-])(=[S:19])[CH3:18].[K+]. The catalyst is CN(C=O)C. The product is [C:17]([O:5][CH2:6][CH2:7][O:8][CH2:9][CH2:10][O:11][CH2:12][CH2:13][N:14]=[N+:15]=[N-:16])(=[S:19])[CH3:18]. The yield is 0.830. (7) The reactants are Br.[CH2:2]([C:4]1[N:5]=[C:6]([C@@H:9]([NH2:20])[CH2:10][C:11]2[CH:16]=[CH:15][C:14]([N+:17]([O-:19])=[O:18])=[CH:13][CH:12]=2)[S:7][CH:8]=1)[CH3:3].[C:21]([NH:24][C@H:25]([C:33](O)=[O:34])[CH2:26][C:27]1[CH:32]=[CH:31][CH:30]=[CH:29][CH:28]=1)(=[O:23])[CH3:22].ON1C2C=CC=CC=2N=N1.C(N(C(C)C)CC)(C)C.CN(C)CCCN=C=NCC. The catalyst is CN(C=O)C.O. The product is [C:21]([NH:24][C@@H:25]([CH2:26][C:27]1[CH:28]=[CH:29][CH:30]=[CH:31][CH:32]=1)[C:33]([NH:20][C@H:9]([C:6]1[S:7][CH:8]=[C:4]([CH2:2][CH3:3])[N:5]=1)[CH2:10][C:11]1[CH:16]=[CH:15][C:14]([N+:17]([O-:19])=[O:18])=[CH:13][CH:12]=1)=[O:34])(=[O:23])[CH3:22]. The yield is 0.700. (8) The reactants are [Cl:1][C:2]1[S:3][CH:4]=[C:5]([CH2:7]Cl)[N:6]=1.[NH:9]1[CH2:13][CH2:12][CH2:11][CH2:10]1.C(=O)([O-])[O-].[K+].[K+]. The catalyst is CN(C=O)C. The product is [Cl:1][C:2]1[S:3][CH:4]=[C:5]([CH2:7][N:9]2[CH2:13][CH2:12][CH2:11][CH2:10]2)[N:6]=1. The yield is 0.630.